Regression. Given two drug SMILES strings and cell line genomic features, predict the synergy score measuring deviation from expected non-interaction effect. From a dataset of NCI-60 drug combinations with 297,098 pairs across 59 cell lines. (1) Drug 1: CN1CCC(CC1)COC2=C(C=C3C(=C2)N=CN=C3NC4=C(C=C(C=C4)Br)F)OC. Drug 2: CC1C(C(CC(O1)OC2CC(OC(C2O)C)OC3=CC4=CC5=C(C(=O)C(C(C5)C(C(=O)C(C(C)O)O)OC)OC6CC(C(C(O6)C)O)OC7CC(C(C(O7)C)O)OC8CC(C(C(O8)C)O)(C)O)C(=C4C(=C3C)O)O)O)O. Cell line: OVCAR-4. Synergy scores: CSS=26.2, Synergy_ZIP=2.08, Synergy_Bliss=6.10, Synergy_Loewe=8.44, Synergy_HSA=7.64. (2) Drug 1: C1=CC=C(C=C1)NC(=O)CCCCCCC(=O)NO. Drug 2: C(CCl)NC(=O)N(CCCl)N=O. Cell line: SN12C. Synergy scores: CSS=6.80, Synergy_ZIP=-0.556, Synergy_Bliss=3.93, Synergy_Loewe=1.17, Synergy_HSA=1.29. (3) Drug 1: CN(C(=O)NC(C=O)C(C(C(CO)O)O)O)N=O. Drug 2: CC1=C(C(=O)C2=C(C1=O)N3CC4C(C3(C2COC(=O)N)OC)N4)N. Cell line: MCF7. Synergy scores: CSS=8.51, Synergy_ZIP=8.98, Synergy_Bliss=16.2, Synergy_Loewe=15.4, Synergy_HSA=14.7. (4) Drug 1: CN(C)N=NC1=C(NC=N1)C(=O)N. Drug 2: CC1=C(C(CCC1)(C)C)C=CC(=CC=CC(=CC(=O)O)C)C. Cell line: UACC62. Synergy scores: CSS=8.71, Synergy_ZIP=-4.65, Synergy_Bliss=1.51, Synergy_Loewe=2.15, Synergy_HSA=2.55. (5) Drug 1: CC1=C(C=C(C=C1)NC2=NC=CC(=N2)N(C)C3=CC4=NN(C(=C4C=C3)C)C)S(=O)(=O)N.Cl. Drug 2: CN(C)N=NC1=C(NC=N1)C(=O)N. Cell line: M14. Synergy scores: CSS=-7.59, Synergy_ZIP=12.6, Synergy_Bliss=-1.02, Synergy_Loewe=-4.28, Synergy_HSA=-5.57. (6) Drug 1: CCC(=C(C1=CC=CC=C1)C2=CC=C(C=C2)OCCN(C)C)C3=CC=CC=C3.C(C(=O)O)C(CC(=O)O)(C(=O)O)O. Drug 2: CC1=C(C=C(C=C1)NC(=O)C2=CC=C(C=C2)CN3CCN(CC3)C)NC4=NC=CC(=N4)C5=CN=CC=C5. Cell line: MCF7. Synergy scores: CSS=1.41, Synergy_ZIP=-1.86, Synergy_Bliss=-3.53, Synergy_Loewe=-4.27, Synergy_HSA=-6.38.